This data is from Tyrosyl-DNA phosphodiesterase HTS with 341,365 compounds. The task is: Binary Classification. Given a drug SMILES string, predict its activity (active/inactive) in a high-throughput screening assay against a specified biological target. (1) The drug is Clc1cc(C(Nc2cccnc2)c2c(OCC(O)=O)cccc2)c(O)c2ncccc12. The result is 0 (inactive). (2) The compound is Fc1c(C(=O)Nc2cc(/C(=N/NC(=O)c3ccc(OC)cc3)C)ccc2)cccc1. The result is 0 (inactive). (3) The drug is O1CCN(CCN2C(C(=C(O)C2=O)C(=O)c2occc2)c2ccc(cc2)C(C)C)CC1. The result is 0 (inactive).